Dataset: Reaction yield outcomes from USPTO patents with 853,638 reactions. Task: Predict the reaction yield, written as a fraction of the theoretical maximum amount of product (1.0 means a 100% yield; for example, 0.34 means a 34% yield). (1) The reactants are Cl[C:2]1[N:3]=[CH:4][C:5]2[NH:10][C:9]([C:11]3[C:16]([F:17])=[CH:15][CH:14]=[CH:13][C:12]=3[Cl:18])=[CH:8][C:6]=2[N:7]=1.[CH3:19][N:20]([CH3:34])[S:21]([C:24]1[CH:29]=[CH:28][C:27](B(O)O)=[C:26]([CH3:33])[CH:25]=1)(=[O:23])=[O:22].C(=O)([O-])[O-].[K+].[K+]. The catalyst is O1CCOCC1.O. The product is [Cl:18][C:12]1[CH:13]=[CH:14][CH:15]=[C:16]([F:17])[C:11]=1[C:9]1[NH:10][C:5]2[CH:4]=[N:3][C:2]([C:27]3[CH:28]=[CH:29][C:24]([S:21]([N:20]([CH3:34])[CH3:19])(=[O:23])=[O:22])=[CH:25][C:26]=3[CH3:33])=[N:7][C:6]=2[CH:8]=1. The yield is 0.210. (2) The reactants are [C:1]([CH:3]([C:11]1[C:16]([C:17]([F:20])([F:19])[F:18])=[CH:15][C:14]([N+:21]([O-:23])=[O:22])=[CH:13][N:12]=1)C(OC(C)(C)C)=O)#[N:2].Cl. The catalyst is CO. The product is [N+:21]([C:14]1[CH:15]=[C:16]([C:17]([F:20])([F:18])[F:19])[C:11]([CH2:3][C:1]#[N:2])=[N:12][CH:13]=1)([O-:23])=[O:22]. The yield is 0.544. (3) The reactants are [Br:1][CH2:2][CH2:3][O:4][C:5]1[CH:10]=[CH:9][C:8]([N+:11]([O-:13])=[O:12])=[CH:7][C:6]=1[C:14]1[N:18]([CH3:19])[N:17]=[CH:16][CH:15]=1.[Cl:20]N1C(=O)CCC1=O. The catalyst is CN(C=O)C. The product is [Br:1][CH2:2][CH2:3][O:4][C:5]1[CH:10]=[CH:9][C:8]([N+:11]([O-:13])=[O:12])=[CH:7][C:6]=1[C:14]1[N:18]([CH3:19])[N:17]=[CH:16][C:15]=1[Cl:20]. The yield is 0.890. (4) The reactants are [CH:1]1([CH2:7][C@H:8]([NH:17][C:18]([C:20]2[S:21][C:22]3[CH:28]=[CH:27][CH:26]=[CH:25][C:23]=3[CH:24]=2)=[O:19])[C:9]([NH:11][CH2:12][CH2:13][CH2:14][NH:15][CH3:16])=[O:10])[CH2:6][CH2:5][CH2:4][CH2:3][CH2:2]1.[Br:29][C:30]1[CH:35]=[C:34]([F:36])[CH:33]=[CH:32][C:31]=1[S:37](Cl)(=[O:39])=[O:38].C(N(CC)CC)C. The catalyst is ClCCl. The product is [Br:29][C:30]1[CH:35]=[C:34]([F:36])[CH:33]=[CH:32][C:31]=1[S:37]([N:15]([CH3:16])[CH2:14][CH2:13][CH2:12][NH:11][C:9](=[O:10])[C@@H:8]([NH:17][C:18]([C:20]1[S:21][C:22]2[CH:28]=[CH:27][CH:26]=[CH:25][C:23]=2[CH:24]=1)=[O:19])[CH2:7][CH:1]1[CH2:6][CH2:5][CH2:4][CH2:3][CH2:2]1)(=[O:39])=[O:38]. The yield is 0.620. (5) The product is [N:1]1[C:9]2[C:8]([NH:10][C:11]([N:13]3[C@@H:19]4[CH2:20][N:16]([CH2:17][CH2:18]4)[C:15]4[CH:21]=[CH:22][C:23]([C:31]5[CH:30]=[CH:29][N:28]=[C:27]([CH3:26])[CH:32]=5)=[N:24][C:14]3=4)=[O:12])=[N:7][CH:6]=[N:5][C:4]=2[NH:3][N:2]=1. The yield is 0.0515. The reactants are [N:1]1[C:9]2[C:8]([NH:10][C:11]([N:13]3[C@@H:19]4[CH2:20][N:16]([CH2:17][CH2:18]4)[C:15]4[CH:21]=[CH:22][C:23](Cl)=[N:24][C:14]3=4)=[O:12])=[N:7][CH:6]=[N:5][C:4]=2[NH:3][N:2]=1.[CH3:26][C:27]1[CH:32]=[C:31](B(O)O)[CH:30]=[CH:29][N:28]=1.C([O-])([O-])=O.[Cs+].[Cs+]. The catalyst is O1CCOCC1.O.C1C=CC(P(C2C=CC=CC=2)[C-]2C=CC=C2)=CC=1.C1C=CC(P(C2C=CC=CC=2)[C-]2C=CC=C2)=CC=1.Cl[Pd]Cl.[Fe+2]. (6) The reactants are C(O[C:6](=O)[N:7]([CH2:9][C:10]1[C:15]([Br:16])=[CH:14][CH:13]=[CH:12][C:11]=1[NH2:17])C)(C)(C)C.Cl.C([O-])(O)=O.[Na+].C(OCC)(=O)C. The catalyst is C(O)C. The product is [Br:16][C:15]1[C:10]([CH2:9][NH:7][CH3:6])=[C:11]([NH2:17])[CH:12]=[CH:13][CH:14]=1. The yield is 0.760. (7) The reactants are [F:1][C:2]1[CH:7]=[C:6]([I:8])[CH:5]=[CH:4][C:3]=1[NH:9][C:10]1[C:14]2[CH:15]=[N:16][CH:17]=[CH:18][C:13]=2[O:12][C:11]=1[C:19]([O:21]CC)=O.[OH-].[Na+].Cl.C1(C[NH:31][OH:32])CC1.C1C=[CH:35][C:36]2N(O)N=N[C:37]=2[CH:38]=1.CCN(C(C)C)C(C)C. The catalyst is C1COCC1.CO. The product is [CH:36]1([CH2:35][O:32][NH:31][C:19]([C:11]2[O:12][C:13]3[CH:18]=[CH:17][N:16]=[CH:15][C:14]=3[C:10]=2[NH:9][C:3]2[CH:4]=[CH:5][C:6]([I:8])=[CH:7][C:2]=2[F:1])=[O:21])[CH2:37][CH2:38]1. The yield is 0.330. (8) The reactants are [CH2:1]([C:3]1([CH2:16][CH3:17])[C:8]2[CH:9]=[C:10]([OH:13])[CH:11]=[CH:12][C:7]=2[N:6]([CH3:14])[C:5](=[O:15])[O:4]1)[CH3:2].[Cl:18][C:19]1[CH:20]=[C:21](B(O)O)[CH:22]=[CH:23][C:24]=1[F:25].C(N(CC)CC)C. The catalyst is C(Cl)Cl.C([O-])(=O)C.[Cu+2].C([O-])(=O)C. The product is [Cl:18][C:19]1[CH:20]=[C:21]([CH:22]=[CH:23][C:24]=1[F:25])[O:13][C:10]1[CH:11]=[CH:12][C:7]2[N:6]([CH3:14])[C:5](=[O:15])[O:4][C:3]([CH2:1][CH3:2])([CH2:16][CH3:17])[C:8]=2[CH:9]=1. The yield is 0.0900. (9) The reactants are [F:1][C:2]([F:21])([F:20])[C:3]1[CH:8]=[CH:7][CH:6]=[CH:5][C:4]=1[C:9]1[O:10][C:11](=[O:19])[C:12]2[CH:18]=[CH:17][CH:16]=[N:15][C:13]=2[N:14]=1.[OH-].[NH4+:23]. No catalyst specified. The product is [F:1][C:2]([F:21])([F:20])[C:3]1[CH:8]=[CH:7][CH:6]=[CH:5][C:4]=1[C:9]([NH:14][C:13]1[N:15]=[CH:16][CH:17]=[CH:18][C:12]=1[C:11]([NH2:23])=[O:19])=[O:10]. The yield is 0.330.